This data is from Full USPTO retrosynthesis dataset with 1.9M reactions from patents (1976-2016). The task is: Predict the reactants needed to synthesize the given product. (1) Given the product [F:8][C:7]1[C:2]([O:11][CH3:10])=[N:3][C:4]([F:9])=[CH:5][CH:6]=1, predict the reactants needed to synthesize it. The reactants are: F[C:2]1[C:7]([F:8])=[CH:6][CH:5]=[C:4]([F:9])[N:3]=1.[CH3:10][O-:11].[Na+]. (2) Given the product [CH2:1]([CH:8]([NH:32][C:33]([C:35]1[CH:44]=[N:43][C:59]2[C:58](=[CH:63][CH:62]=[CH:61][CH:60]=2)[N:36]=1)=[O:34])[CH:9]([O:24][Si:25]([C:28]([CH3:29])([CH3:31])[CH3:30])([CH3:26])[CH3:27])[CH2:10][CH:11]([C:18]1[O:22][CH:21]=[CH:20][N:19]=1)[CH2:12][CH2:13][C:14]([F:17])([CH3:16])[CH3:15])[C:2]1[CH:3]=[CH:4][CH:5]=[CH:6][CH:7]=1, predict the reactants needed to synthesize it. The reactants are: [CH2:1]([CH:8]([NH:32][C:33]([C:35]1[CH:44]=[N:43]C2C(=CC=CC=2)[N:36]=1)=[O:34])[CH:9]([O:24][Si:25]([C:28]([CH3:31])([CH3:30])[CH3:29])([CH3:27])[CH3:26])[CH2:10][CH:11]([C:18](=O)[NH:19][CH2:20][CH:21]=[O:22])[CH2:12][CH2:13][C:14]([F:17])([CH3:16])[CH3:15])[C:2]1[CH:7]=[CH:6][CH:5]=[CH:4][CH:3]=1.[C:58]1(P([C:58]2[CH:63]=[CH:62][CH:61]=[CH:60][CH:59]=2)[C:58]2[CH:63]=[CH:62][CH:61]=[CH:60][CH:59]=2)[CH:63]=[CH:62][CH:61]=[CH:60][CH:59]=1.ClC(Cl)(Cl)C(Cl)(Cl)Cl.C(N(CC)CC)C. (3) The reactants are: [F:1][C:2]1[CH:3]=[C:4]([CH:23]=[CH:24][C:25]=1[F:26])[CH2:5][O:6][C:7]1[CH:16]=[C:15]2[C:10]([CH:11]=[C:12]([CH2:17][C:18](OCC)=[O:19])[CH:13]=[N:14]2)=[N:9][CH:8]=1.[NH3:27].CO. Given the product [F:1][C:2]1[CH:3]=[C:4]([CH:23]=[CH:24][C:25]=1[F:26])[CH2:5][O:6][C:7]1[CH:16]=[C:15]2[C:10]([CH:11]=[C:12]([CH2:17][C:18]([NH2:27])=[O:19])[CH:13]=[N:14]2)=[N:9][CH:8]=1, predict the reactants needed to synthesize it. (4) Given the product [CH3:14][CH:15]1[O:20][C:19]2[CH:21]=[CH:22][C:23]([O:25][CH:26]3[CH2:31][CH2:30][N:29]([C:2]4[CH:3]=[CH:4][C:5]([C:55]([O:54][CH2:53][CH3:52])=[O:56])=[CH:12][CH:13]=4)[CH2:28][CH2:27]3)=[CH:24][C:18]=2[NH:17][C:16]1=[O:32], predict the reactants needed to synthesize it. The reactants are: O[C:2]1[CH:13]=[CH:12][C:5]2OC(C)C(=O)N[C:4]=2[CH:3]=1.[CH3:14][CH:15]1[O:20][C:19]2[CH:21]=[CH:22][C:23]([O:25][CH:26]3[CH2:31][CH2:30][NH:29][CH2:28][CH2:27]3)=[CH:24][C:18]=2[NH:17][C:16]1=[O:32].C1C=CC(P(C2C=CC=CC=2)C2C=CC=CC=2)=CC=1.[CH3:52][CH2:53][O:54][C:55](/N=N/[C:55]([O:54][CH2:53][CH3:52])=[O:56])=[O:56]. (5) Given the product [Br:21][C:6]1[CH:5]=[CH:4][C:3]([O:2][CH3:1])=[C:12]2[C:7]=1[CH2:8][CH2:9][C@H:10]([N:13]([CH3:14])[CH3:15])[CH2:11]2, predict the reactants needed to synthesize it. The reactants are: [CH3:1][O:2][C:3]1[CH:4]=[CH:5][CH:6]=[C:7]2[C:12]=1[CH2:11][C@@H:10]([N:13]([CH3:15])[CH3:14])[CH2:9][CH2:8]2.C([O-])(=O)C.[Na+].[Br:21]Br. (6) Given the product [NH2:19][C:17]1[C:16]([C:20]([C:21]2[C:26]([O:27][CH3:28])=[CH:25][CH:24]=[C:23]([F:29])[C:22]=2[F:30])=[O:31])=[CH:15][N:14]=[C:13]([NH:12][CH:10]2[CH2:11][NH:8][CH2:9]2)[N:18]=1, predict the reactants needed to synthesize it. The reactants are: C(OC([N:8]1[CH2:11][CH:10]([NH:12][C:13]2[N:18]=[C:17]([NH2:19])[C:16]([C:20](=[O:31])[C:21]3[C:26]([O:27][CH3:28])=[CH:25][CH:24]=[C:23]([F:29])[C:22]=3[F:30])=[CH:15][N:14]=2)[CH2:9]1)=O)(C)(C)C. (7) Given the product [ClH:1].[NH:29]1[C:30]2[C:26](=[CH:25][C:24]([NH:23][C:2]3[C:11]4[C:6](=[CH:7][C:8]([O:14][CH2:15][CH:16]5[CH2:21][CH2:20][N:19]([CH3:22])[CH2:18][CH2:17]5)=[C:9]([O:12][CH3:13])[CH:10]=4)[N:5]=[CH:4][N:3]=3)=[CH:32][CH:31]=2)[CH:27]=[CH:28]1, predict the reactants needed to synthesize it. The reactants are: [Cl:1][C:2]1[C:11]2[C:6](=[CH:7][C:8]([O:14][CH2:15][CH:16]3[CH2:21][CH2:20][N:19]([CH3:22])[CH2:18][CH2:17]3)=[C:9]([O:12][CH3:13])[CH:10]=2)[N:5]=[CH:4][N:3]=1.[NH2:23][C:24]1[CH:25]=[C:26]2[C:30](=[CH:31][CH:32]=1)[NH:29][CH:28]=[CH:27]2. (8) Given the product [O:30]=[C:9]1[N:8]([CH:5]2[CH2:4][CH2:3][N:2]([CH2:37][C:36]3[CH:39]=[CH:40][C:33]([C:31]#[N:32])=[CH:34][CH:35]=3)[CH2:7][CH2:6]2)[C:13]2[C:14]3[CH:20]=[CH:19][N:18]([CH2:21][O:22][CH2:23][CH2:24][Si:25]([CH3:27])([CH3:26])[CH3:28])[C:15]=3[N:16]=[CH:17][C:12]=2[C:11](=[O:29])[NH:10]1, predict the reactants needed to synthesize it. The reactants are: Cl.[NH:2]1[CH2:7][CH2:6][CH:5]([N:8]2[C:13]3[C:14]4[CH:20]=[CH:19][N:18]([CH2:21][O:22][CH2:23][CH2:24][Si:25]([CH3:28])([CH3:27])[CH3:26])[C:15]=4[N:16]=[CH:17][C:12]=3[C:11](=[O:29])[NH:10][C:9]2=[O:30])[CH2:4][CH2:3]1.[C:31]([C:33]1[CH:40]=[CH:39][C:36]([CH:37]=O)=[CH:35][CH:34]=1)#[N:32].B.N1C=CC=CC=1C.[OH-].[Na+]. (9) Given the product [O:12]=[C:10]1[O:9][CH:8]([O:13][CH2:14][CH2:15][C:16]2[CH:17]=[CH:18][CH:19]=[CH:20][CH:21]=2)[CH:7]([NH:6][C:5]([CH:55]2[CH2:56][CH2:57][CH2:58][N:54]2[C:52](=[O:53])[CH:51]([NH:50][C:48](=[O:49])[C:47]2[CH:63]=[CH:64][C:44]([NH2:43])=[C:45]([Cl:65])[CH:46]=2)[CH3:62])=[O:22])[CH2:11]1, predict the reactants needed to synthesize it. The reactants are: C(O[C:5](=[O:22])[NH:6][CH:7]1[CH2:11][C:10](=[O:12])[O:9][CH:8]1[O:13][CH2:14][CH2:15][C:16]1[CH:21]=[CH:20][CH:19]=[CH:18][CH:17]=1)C=C.CC1C2C(=CC=CC=2)C(C)=C2C=1C=CC1C2=CC=CC=1.[NH2:43][C:44]1[CH:64]=[CH:63][C:47]([C:48]([NH:50][CH:51]([CH3:62])[C:52]([N:54]2[CH2:58][CH2:57][CH2:56][CH:55]2C(O)=O)=[O:53])=[O:49])=[CH:46][C:45]=1[Cl:65].CCN(C(C)C)C(C)C.C1C=CC2N(O)N=NC=2C=1.C(Cl)CCl. (10) Given the product [CH:1]12[O:8][CH:5]([CH2:6][CH2:7]1)[CH2:4][N:3]([C:9]1[N:14]=[C:13]([C:15]3[CH:21]=[CH:20][C:18]([NH:19][C:32]([NH:31][CH2:29][CH3:30])=[O:33])=[CH:17][CH:16]=3)[CH:12]=[CH:11][N:10]=1)[CH2:2]2, predict the reactants needed to synthesize it. The reactants are: [CH:1]12[O:8][CH:5]([CH2:6][CH2:7]1)[CH2:4][N:3]([C:9]1[N:14]=[C:13]([C:15]3[CH:21]=[CH:20][C:18]([NH2:19])=[CH:17][CH:16]=3)[CH:12]=[CH:11][N:10]=1)[CH2:2]2.C(N(CC)CC)C.[CH2:29]([N:31]=[C:32]=[O:33])[CH3:30].